From a dataset of Forward reaction prediction with 1.9M reactions from USPTO patents (1976-2016). Predict the product of the given reaction. (1) Given the reactants [NH:1]1[CH:5]=[CH:4][N:3]=[C:2]1[C@@H:6]([NH:14]C(=O)OC(C)(C)C)[CH2:7][C:8]1[CH:13]=[CH:12][CH:11]=[CH:10][CH:9]=1.Cl, predict the reaction product. The product is: [NH:1]1[CH:5]=[CH:4][N:3]=[C:2]1[C@@H:6]([NH2:14])[CH2:7][C:8]1[CH:9]=[CH:10][CH:11]=[CH:12][CH:13]=1. (2) The product is: [OH:11][CH2:10][CH2:12][NH:13][C:2]1[CH:9]=[CH:8][CH:7]=[CH:6][C:3]=1[C:4]#[N:5]. Given the reactants F[C:2]1[CH:9]=[CH:8][CH:7]=[CH:6][C:3]=1[C:4]#[N:5].[CH2:10]([CH2:12][NH2:13])[OH:11], predict the reaction product. (3) Given the reactants [CH3:1][C:2]1([CH3:20])[C:7]2[CH:8]=[C:9]([C:12]3[NH:16][C:15]([C:17]#[N:18])=[CH:14][CH:13]=3)[CH:10]=[CH:11][C:6]=2[NH:5][C:4](=[O:19])[O:3]1.C(=O)([O-])[O-].[K+].[K+].I[CH2:28][CH3:29].C(OC(=O)C)C, predict the reaction product. The product is: [CH3:1][C:2]1([CH3:20])[C:7]2[CH:8]=[C:9]([C:12]3[N:16]([CH2:28][CH3:29])[C:15]([C:17]#[N:18])=[CH:14][CH:13]=3)[CH:10]=[CH:11][C:6]=2[NH:5][C:4](=[O:19])[O:3]1. (4) The product is: [CH3:27][O:28][C:29]1[CH:30]=[C:31]([CH2:37][C:38]([NH:1][C:2]2[CH:3]=[CH:4][C:5]([O:24][CH2:25][CH3:26])=[C:6]([C:8]3[NH:13][C:12](=[O:14])[C:11]4=[C:15]([CH3:23])[N:16]=[C:17]([CH:18]5[CH2:22][CH2:21][CH2:20][CH2:19]5)[N:10]4[N:9]=3)[CH:7]=2)=[O:39])[CH:32]=[CH:33][C:34]=1[O:35][CH3:36]. Given the reactants [NH2:1][C:2]1[CH:3]=[CH:4][C:5]([O:24][CH2:25][CH3:26])=[C:6]([C:8]2[NH:13][C:12](=[O:14])[C:11]3=[C:15]([CH3:23])[N:16]=[C:17]([CH:18]4[CH2:22][CH2:21][CH2:20][CH2:19]4)[N:10]3[N:9]=2)[CH:7]=1.[CH3:27][O:28][C:29]1[CH:30]=[C:31]([CH2:37][C:38](Cl)=[O:39])[CH:32]=[CH:33][C:34]=1[O:35][CH3:36].N1C=CC=CC=1, predict the reaction product. (5) Given the reactants [Cl:1][C:2]1[CH:3]=[C:4]2[C:8](=[CH:9][CH:10]=1)[N:7]([C:11]([C:13]1[C:14](Cl)=[N:15][CH:16]=[CH:17][CH:18]=1)=[O:12])[CH2:6][CH2:5]2.[CH2:20]([NH2:27])[C:21]1[CH:26]=[CH:25][CH:24]=[CH:23][CH:22]=1, predict the reaction product. The product is: [CH2:20]([NH:27][C:14]1[C:13]([C:11]([N:7]2[C:8]3[C:4](=[CH:3][C:2]([Cl:1])=[CH:10][CH:9]=3)[CH2:5][CH2:6]2)=[O:12])=[CH:18][CH:17]=[CH:16][N:15]=1)[C:21]1[CH:26]=[CH:25][CH:24]=[CH:23][CH:22]=1. (6) Given the reactants Cl[CH2:2][CH2:3][N:4]=[C:5]=[O:6].[Br:7][C:8]1[CH:9]=[C:10]([CH:12]=[CH:13][CH:14]=1)[NH2:11].[H-].[Na+], predict the reaction product. The product is: [Br:7][C:8]1[CH:9]=[C:10]([N:11]2[CH2:2][CH2:3][NH:4][C:5]2=[O:6])[CH:12]=[CH:13][CH:14]=1.